This data is from Full USPTO retrosynthesis dataset with 1.9M reactions from patents (1976-2016). The task is: Predict the reactants needed to synthesize the given product. (1) The reactants are: C[O:2][C:3](=[O:25])[CH2:4][CH2:5][CH2:6][C:7]1[CH:12]=[CH:11][CH:10]=[CH:9][C:8]=1[N:13]([C:15](=[O:24])[C:16]1[CH:21]=[CH:20][C:19]([Cl:22])=[C:18]([Br:23])[CH:17]=1)[CH3:14].Cl. Given the product [Br:23][C:18]1[CH:17]=[C:16]([CH:21]=[CH:20][C:19]=1[Cl:22])[C:15]([N:13]([CH3:14])[C:8]1[CH:9]=[CH:10][CH:11]=[CH:12][C:7]=1[CH2:6][CH2:5][CH2:4][C:3]([OH:25])=[O:2])=[O:24], predict the reactants needed to synthesize it. (2) Given the product [CH3:1][C:2](=[CH2:7])[CH2:3][CH2:4][CH2:11][C:10](=[CH2:9])[CH2:12][CH2:13][Cl:14], predict the reactants needed to synthesize it. The reactants are: [CH3:1][C:2](=[CH2:7])[CH2:3][CH2:4][Mg]Br.Br[CH2:9][C:10]([CH2:12][CH2:13][Cl:14])=[CH2:11]. (3) Given the product [Cl:12][C:8]1[CH:7]=[C:6]2[C:11](=[CH:10][CH:9]=1)[C:2]([C:17]1[CH:18]=[CH:19][C:14]([F:13])=[CH:15][C:16]=1[CH3:23])=[N:3][N:4]=[CH:5]2, predict the reactants needed to synthesize it. The reactants are: Cl[C:2]1[C:11]2[C:6](=[CH:7][C:8]([Cl:12])=[CH:9][CH:10]=2)[CH:5]=[N:4][N:3]=1.[F:13][C:14]1[CH:19]=[CH:18][C:17](B(O)O)=[C:16]([CH3:23])[CH:15]=1.C(=O)([O-])[O-].[Na+].[Na+].COCCOC. (4) Given the product [C:4]([Si:1]([O:8][CH2:9][C:10]1[CH:11]=[C:12]([Cl:19])[C:13]([N:14]=[C:21]=[O:23])=[CH:15][C:16]=1[O:17][CH3:18])([CH3:3])[CH3:2])([CH3:7])([CH3:6])[CH3:5], predict the reactants needed to synthesize it. The reactants are: [Si:1]([O:8][CH2:9][C:10]1[C:16]([O:17][CH3:18])=[CH:15][C:13]([NH2:14])=[C:12]([Cl:19])[CH:11]=1)([C:4]([CH3:7])([CH3:6])[CH3:5])([CH3:3])[CH3:2].Cl[C:21](Cl)([O:23]C(=O)OC(Cl)(Cl)Cl)Cl.C(N(CC)CC)C. (5) Given the product [Cl:26][C:13]1[N:12]2[N:16]=[CH:17][C:18]([C:19]([O:21][CH2:22][CH3:23])=[O:20])=[C:11]2[N:10]=[C:9]([C:6]2[CH:7]=[CH:8][C:3]([CH2:1][CH3:2])=[CH:4][CH:5]=2)[CH:14]=1, predict the reactants needed to synthesize it. The reactants are: [CH2:1]([C:3]1[CH:8]=[CH:7][C:6]([C:9]2[CH:14]=[C:13](O)[N:12]3[N:16]=[CH:17][C:18]([C:19]([O:21][CH2:22][CH3:23])=[O:20])=[C:11]3[N:10]=2)=[CH:5][CH:4]=1)[CH3:2].P(Cl)(Cl)([Cl:26])=O.O.C([O-])([O-])=O.[Na+].[Na+]. (6) Given the product [C:10]([O:13][C@@H:14]1[C@@H:18]([CH2:19][OH:20])[O:17][C@@H:16]([N:46]2[CH:53]=[CH:52][C:50](=[O:51])[NH:49][C:47]2=[O:48])[CH2:15]1)(=[O:12])[CH3:11], predict the reactants needed to synthesize it. The reactants are: CN(CCN(C)C)C.F.[C:10]([O:13][C@@H:14]1[C@@H:18]([CH2:19][O:20][Si](OC(C2C=CC=CC=2)C2C=CC=CC=2)(O[Si](C)(C)C)O[Si](C)(C)C)[O:17][C@@H:16]([N:46]2[CH:53]=[CH:52][C:50](=[O:51])[NH:49][C:47]2=[O:48])[CH2:15]1)(=[O:12])[CH3:11]. (7) Given the product [N:11]12[CH2:16][CH2:15][CH:14]([CH2:13][CH2:12]1)[C@@H:9]([O:8][C:5]1[N:4]=[CH:3][C:2]([C:22]3[CH:23]=[C:18]([CH:19]=[CH:20][CH:21]=3)[NH2:17])=[CH:7][N:6]=1)[CH2:10]2, predict the reactants needed to synthesize it. The reactants are: Br[C:2]1[CH:3]=[N:4][C:5]([O:8][C@@H:9]2[CH:14]3[CH2:15][CH2:16][N:11]([CH2:12][CH2:13]3)[CH2:10]2)=[N:6][CH:7]=1.[NH2:17][C:18]1[CH:19]=[C:20](B(O)O)[CH:21]=[CH:22][CH:23]=1. (8) Given the product [O:41]=[S:2]1(=[O:1])[CH2:3][CH:4]=[C:5]([C:8]2[CH:13]=[CH:12][C:11]([C:14]3[C:15]4[CH:22]=[C:21]([CH2:23][O:24][C:25]5[CH:26]=[CH:27][C:28]([C@@H:31]([C:37]#[C:38][CH3:39])[CH2:32][C:33]([OH:35])=[O:34])=[CH:29][CH:30]=5)[CH:20]=[CH:19][C:16]=4[S:17][CH:18]=3)=[C:10]([CH3:40])[CH:9]=2)[CH2:6][CH2:7]1, predict the reactants needed to synthesize it. The reactants are: [O:1]=[S:2]1(=[O:41])[CH2:7][CH:6]=[C:5]([C:8]2[CH:13]=[CH:12][C:11]([C:14]3[C:15]4[CH:22]=[C:21]([CH2:23][O:24][C:25]5[CH:30]=[CH:29][C:28]([C@@H:31]([C:37]#[C:38][CH3:39])[CH2:32][C:33]([O:35]C)=[O:34])=[CH:27][CH:26]=5)[CH:20]=[CH:19][C:16]=4[S:17][CH:18]=3)=[C:10]([CH3:40])[CH:9]=2)[CH2:4][CH2:3]1.[Li+].[OH-].Cl.